This data is from Peptide-MHC class I binding affinity with 185,985 pairs from IEDB/IMGT. The task is: Regression. Given a peptide amino acid sequence and an MHC pseudo amino acid sequence, predict their binding affinity value. This is MHC class I binding data. (1) The peptide sequence is SHLRSTDPL. The MHC is H-2-Kb with pseudo-sequence H-2-Kb. The binding affinity (normalized) is 0.155. (2) The peptide sequence is KIDQIIHDF. The MHC is HLA-A24:02 with pseudo-sequence HLA-A24:02. The binding affinity (normalized) is 0.00597. (3) The peptide sequence is EALSGFLQY. The binding affinity (normalized) is 0.0136. The MHC is HLA-A30:01 with pseudo-sequence HLA-A30:01. (4) The peptide sequence is LADVCNWTY. The MHC is HLA-B44:02 with pseudo-sequence HLA-B44:02. The binding affinity (normalized) is 0.0847. (5) The peptide sequence is KRYKQMCTK. The MHC is HLA-B27:05 with pseudo-sequence HLA-B27:05. The binding affinity (normalized) is 0.521. (6) The peptide sequence is SLRPNDIVY. The MHC is HLA-B27:05 with pseudo-sequence HLA-B27:05. The binding affinity (normalized) is 0.0847. (7) The peptide sequence is QPKKAAAAL. The MHC is HLA-B35:01 with pseudo-sequence HLA-B35:01. The binding affinity (normalized) is 0.336.